Dataset: Full USPTO retrosynthesis dataset with 1.9M reactions from patents (1976-2016). Task: Predict the reactants needed to synthesize the given product. (1) Given the product [CH3:1][CH2:2][CH2:3][CH2:4][C:5]([N:7]([C@H:26]([C:30]([OH:32])=[O:31])[CH:27]([CH3:29])[CH3:28])[CH2:8][C:9]1[CH:10]=[CH:11][C:12]([C:15]2[CH:16]=[CH:17][CH:18]=[CH:19][C:20]=2[C:21]2[NH:22][N:23]=[N:24][N:25]=2)=[CH:13][CH:14]=1)=[O:6].[OH:33][CH:34]1[O:53][C@H:52]([CH2:54][OH:55])[C@@H:39]([O:40][C@@H:41]2[O:49][C@H:48]([CH2:50][OH:51])[C@H:46]([OH:47])[C@H:44]([OH:45])[C@H:42]2[OH:43])[C@H:37]([OH:38])[C@H:35]1[OH:36], predict the reactants needed to synthesize it. The reactants are: [CH3:1][CH2:2][CH2:3][CH2:4][C:5]([N:7]([C@H:26]([C:30]([OH:32])=[O:31])[CH:27]([CH3:29])[CH3:28])[CH2:8][C:9]1[CH:10]=[CH:11][C:12]([C:15]2[CH:16]=[CH:17][CH:18]=[CH:19][C:20]=2[C:21]2[NH:22][N:23]=[N:24][N:25]=2)=[CH:13][CH:14]=1)=[O:6].[OH:33][CH:34]1[O:53][C@H:52]([CH2:54][OH:55])[C@@H:39]([O:40][C@@H:41]2[O:49][C@H:48]([CH2:50][OH:51])[C@H:46]([OH:47])[C@H:44]([OH:45])[C@H:42]2[OH:43])[C@H:37]([OH:38])[C@H:35]1[OH:36]. (2) Given the product [CH3:34][O:35][C:36]([C:38]1[CH:47]=[C:46]([CH2:48][CH2:49][CH2:50][OH:51])[C:45]2[C:40](=[C:41]([NH2:59])[CH:42]=[CH:43][CH:44]=2)[N:39]=1)=[O:37], predict the reactants needed to synthesize it. The reactants are: COC(C1C=C(NS(C2C=CC(C)=CC=2)(=O)=O)C2C(=C(OCC3C=CC=CC=3)C=CC=2)N=1)=O.[CH3:34][O:35][C:36]([C:38]1[CH:47]=[C:46]([C:48]#[C:49][CH2:50][O:51]CC2C=CC=CC=2)[C:45]2[C:40](=[C:41]([N+:59]([O-])=O)[CH:42]=[CH:43][CH:44]=2)[N:39]=1)=[O:37]. (3) Given the product [CH2:1]([O:8][C:9]1[CH:10]=[C:11]([CH:12]=[CH:13][CH:14]=1)[O:15][C:23]1[CH:22]=[CH:21][C:18]([CH:19]=[O:20])=[C:17]([Br:16])[CH:24]=1)[C:2]1[CH:3]=[CH:4][CH:5]=[CH:6][CH:7]=1, predict the reactants needed to synthesize it. The reactants are: [CH2:1]([O:8][C:9]1[CH:10]=[C:11]([OH:15])[CH:12]=[CH:13][CH:14]=1)[C:2]1[CH:7]=[CH:6][CH:5]=[CH:4][CH:3]=1.[Br:16][C:17]1[CH:24]=[C:23](F)[CH:22]=[CH:21][C:18]=1[CH:19]=[O:20].C([O-])([O-])=O.[K+].[K+]. (4) Given the product [CH:11]1([N:8]2[CH2:9][CH2:10][N:5]([C:3](=[O:4])[CH2:2][N:15]3[CH2:16][CH2:17][CH:18]([NH:21][C:22](=[O:28])[O:23][C:24]([CH3:26])([CH3:25])[CH3:27])[CH2:19][CH2:20]3)[CH2:6][CH2:7]2)[CH2:14][CH2:13][CH2:12]1, predict the reactants needed to synthesize it. The reactants are: Cl[CH2:2][C:3]([N:5]1[CH2:10][CH2:9][N:8]([CH:11]2[CH2:14][CH2:13][CH2:12]2)[CH2:7][CH2:6]1)=[O:4].[NH:15]1[CH2:20][CH2:19][CH:18]([NH:21][C:22](=[O:28])[O:23][C:24]([CH3:27])([CH3:26])[CH3:25])[CH2:17][CH2:16]1.C(=O)([O-])[O-].[K+].[K+].C(=O)(O)[O-].[Na+]. (5) Given the product [Cl:36][C:31]1[C:30]([OH:37])=[C:29]([S:26]([N:25]([CH2:38][C:39]2[CH:44]=[CH:43][C:42]([O:45][C:46]3[CH:47]=[CH:48][C:49]([F:52])=[CH:50][CH:51]=3)=[CH:41][CH:40]=2)[CH2:24][C:23]2[CH:53]=[CH:54][CH:55]=[C:21]([CH2:20][NH:19][S:8]([C:5]3[CH:6]=[CH:7][C:2]([CH3:1])=[CH:3][CH:4]=3)(=[O:10])=[O:9])[CH:22]=2)(=[O:28])=[O:27])[CH:34]=[C:33]([Cl:35])[CH:32]=1, predict the reactants needed to synthesize it. The reactants are: [CH3:1][C:2]1[CH:7]=[CH:6][C:5]([S:8](Cl)(=[O:10])=[O:9])=[CH:4][CH:3]=1.CCN(CC)CC.[NH2:19][CH2:20][C:21]1[CH:22]=[C:23]([CH:53]=[CH:54][CH:55]=1)[CH2:24][N:25]([CH2:38][C:39]1[CH:44]=[CH:43][C:42]([O:45][C:46]2[CH:51]=[CH:50][C:49]([F:52])=[CH:48][CH:47]=2)=[CH:41][CH:40]=1)[S:26]([C:29]1[CH:34]=[C:33]([Cl:35])[CH:32]=[C:31]([Cl:36])[C:30]=1[OH:37])(=[O:28])=[O:27]. (6) Given the product [ClH:25].[F:1][C:2]1[CH:7]=[CH:6][C:5]([NH:8][CH2:9][C@@H:10]2[CH2:14][CH2:13][NH:12][CH2:11]2)=[C:4]([N+:22]([O-:24])=[O:23])[CH:3]=1, predict the reactants needed to synthesize it. The reactants are: [F:1][C:2]1[CH:7]=[CH:6][C:5]([NH:8][CH2:9][C@@H:10]2[CH2:14][CH2:13][N:12](C(OC(C)(C)C)=O)[CH2:11]2)=[C:4]([N+:22]([O-:24])=[O:23])[CH:3]=1.[ClH:25].O1CCOCC1.